Dataset: Catalyst prediction with 721,799 reactions and 888 catalyst types from USPTO. Task: Predict which catalyst facilitates the given reaction. (1) Reactant: C(N(CC)CC)C.[CH3:8][C@:9]12[C:15]([CH3:17])([CH3:16])[C@H:12]([CH2:13][CH2:14]1)[CH:11]([C:18](Cl)=[O:19])[C:10]2=O.C(OC([N:29]([CH:37]1[CH2:39][CH2:38]1)[NH:30][C:31]1[CH:36]=[CH:35][CH:34]=[CH:33][CH:32]=1)=O)(C)(C)C.Cl.O1CCOCC1. Product: [CH:37]1([N:29]2[C:10]3[C@@:9]4([CH3:8])[C:15]([CH3:17])([CH3:16])[C@H:12]([CH2:13][CH2:14]4)[C:11]=3[C:18](=[O:19])[N:30]2[C:31]2[CH:36]=[CH:35][CH:34]=[CH:33][CH:32]=2)[CH2:39][CH2:38]1. The catalyst class is: 26. (2) Reactant: CN([CH:4]=[N:5][C:6](=[O:16])[C:7]1[C:12]([CH3:13])=[CH:11][C:10]([O:14][CH3:15])=[N:9][CH:8]=1)C.[Li+].CC([N-]C(C)C)C. Product: [CH3:15][O:14][C:10]1[CH:11]=[C:12]2[C:7](=[CH:8][N:9]=1)[C:6]([OH:16])=[N:5][CH:4]=[CH:13]2. The catalyst class is: 1. (3) Reactant: [F:1][C:2]1[CH:18]=[CH:17][C:5]([O:6][C:7]2[CH:8]=[CH:9][C:10]([N+:14]([O-])=O)=[C:11]([CH:13]=2)[NH2:12])=[CH:4][CH:3]=1.C([O-])=O.[NH4+]. Product: [F:1][C:2]1[CH:18]=[CH:17][C:5]([O:6][C:7]2[CH:13]=[C:11]([NH2:12])[C:10]([NH2:14])=[CH:9][CH:8]=2)=[CH:4][CH:3]=1. The catalyst class is: 43. (4) Reactant: [C:1]([O:18][CH2:19][C@H:20]([CH2:41][O:42]CC1C=CC(OC)=CC=1)[O:21][C:22](=[O:40])[CH2:23][CH2:24][CH2:25][CH2:26][CH2:27][CH2:28][CH2:29]/[CH:30]=[CH:31]\[CH2:32]/[CH:33]=[CH:34]\[CH2:35][CH2:36][CH2:37][CH2:38][CH3:39])(=[O:17])[CH2:2][CH2:3][CH2:4][CH2:5][CH2:6][CH2:7][CH2:8][CH2:9][CH2:10][CH2:11][CH2:12][CH2:13][CH2:14][CH2:15][CH3:16].O.O=[N+]([O-])[O-].[O-][N+](=O)[O-].[O-][N+](=O)[O-].[O-][N+](=O)[O-].[O-][N+](=O)[O-].[O-][N+](=O)[O-].[Ce+4].[NH4+].[NH4+].C(Cl)Cl. Product: [C:1]([O:18][CH2:19][C@H:20]([CH2:41][OH:42])[O:21][C:22](=[O:40])[CH2:23][CH2:24][CH2:25][CH2:26][CH2:27][CH2:28][CH2:29]/[CH:30]=[CH:31]\[CH2:32]/[CH:33]=[CH:34]\[CH2:35][CH2:36][CH2:37][CH2:38][CH3:39])(=[O:17])[CH2:2][CH2:3][CH2:4][CH2:5][CH2:6][CH2:7][CH2:8][CH2:9][CH2:10][CH2:11][CH2:12][CH2:13][CH2:14][CH2:15][CH3:16]. The catalyst class is: 10. (5) Reactant: [Cl:1][C:2]1[S:3][C:4]([Cl:10])=[CH:5][C:6]=1[C:7](O)=[O:8].CN1CCOCC1.ClC(OCC(C)C)=O.C(N(CC)CC)C.[C:33]([O:37][C:38](=[O:50])[CH2:39][CH2:40][C:41]1[CH:46]=[CH:45][C:44]([OH:47])=[CH:43][C:42]=1[CH2:48][NH2:49])([CH3:36])([CH3:35])[CH3:34]. Product: [C:33]([O:37][C:38](=[O:50])[CH2:39][CH2:40][C:41]1[CH:46]=[CH:45][C:44]([OH:47])=[CH:43][C:42]=1[CH2:48][NH:49][C:7]([C:6]1[CH:5]=[C:4]([Cl:10])[S:3][C:2]=1[Cl:1])=[O:8])([CH3:36])([CH3:34])[CH3:35]. The catalyst class is: 118.